This data is from Catalyst prediction with 721,799 reactions and 888 catalyst types from USPTO. The task is: Predict which catalyst facilitates the given reaction. Reactant: [CH2:1]([OH:7])[CH2:2]/[CH:3]=[CH:4]/[CH2:5][CH3:6].[S:8](Cl)([C:11]1[CH:17]=[CH:16][C:14]([CH3:15])=[CH:13][CH:12]=1)(=[O:10])=[O:9].CCN(CC)CC. Product: [CH3:15][C:14]1[CH:16]=[CH:17][C:11]([S:8]([O:7][CH2:1][CH2:2]/[CH:3]=[CH:4]/[CH2:5][CH3:6])(=[O:10])=[O:9])=[CH:12][CH:13]=1. The catalyst class is: 142.